From a dataset of Forward reaction prediction with 1.9M reactions from USPTO patents (1976-2016). Predict the product of the given reaction. Given the reactants [Cl:1][C:2]1[CH:3]=[C:4]2[C:10]([C:11]3[N:16]=[C:15]([NH:17][C@H:18]4[CH2:23][CH2:22][CH2:21][C@@:20]([CH2:25][CH:26]([OH:29])[CH2:27][OH:28])([OH:24])[CH2:19]4)[C:14]([F:30])=[CH:13][N:12]=3)=[CH:9][N:8](S(C3C=CC(C)=CC=3)(=O)=O)[C:5]2=[N:6][CH:7]=1.C[O-].[Na+], predict the reaction product. The product is: [Cl:1][C:2]1[CH:3]=[C:4]2[C:10]([C:11]3[N:16]=[C:15]([NH:17][C@H:18]4[CH2:23][CH2:22][CH2:21][C@@:20]([CH2:25][CH:26]([OH:29])[CH2:27][OH:28])([OH:24])[CH2:19]4)[C:14]([F:30])=[CH:13][N:12]=3)=[CH:9][NH:8][C:5]2=[N:6][CH:7]=1.